Dataset: KCNQ2 potassium channel screen with 302,405 compounds. Task: Binary Classification. Given a drug SMILES string, predict its activity (active/inactive) in a high-throughput screening assay against a specified biological target. (1) The compound is S(=O)(=O)(NCCCNc1nc2c(cc1C#N)cc(OCC)cc2)c1ccc(cc1)C. The result is 0 (inactive). (2) The result is 0 (inactive). The molecule is O=C(N1CCN(CC1)c1c(O)cccc1)c1c2c(nc(c1)c1ccccc1)cccc2. (3) The compound is FC(F)(F)C1n2[nH]cc(c2=NC(C1)c1ccccc1)C(=O)N1CCN(CC1)C. The result is 0 (inactive).